From a dataset of NCI-60 drug combinations with 297,098 pairs across 59 cell lines. Regression. Given two drug SMILES strings and cell line genomic features, predict the synergy score measuring deviation from expected non-interaction effect. Drug 1: C1CCN(CC1)CCOC2=CC=C(C=C2)C(=O)C3=C(SC4=C3C=CC(=C4)O)C5=CC=C(C=C5)O. Drug 2: CC1=C(C=C(C=C1)NC2=NC=CC(=N2)N(C)C3=CC4=NN(C(=C4C=C3)C)C)S(=O)(=O)N.Cl. Cell line: HL-60(TB). Synergy scores: CSS=-23.3, Synergy_ZIP=19.4, Synergy_Bliss=15.9, Synergy_Loewe=-9.55, Synergy_HSA=-10.7.